From a dataset of Peptide-MHC class I binding affinity with 185,985 pairs from IEDB/IMGT. Regression. Given a peptide amino acid sequence and an MHC pseudo amino acid sequence, predict their binding affinity value. This is MHC class I binding data. (1) The peptide sequence is APIANPGAL. The MHC is HLA-B07:02 with pseudo-sequence HLA-B07:02. The binding affinity (normalized) is 0.513. (2) The peptide sequence is FLRGRAYGI. The MHC is Mamu-A01 with pseudo-sequence Mamu-A01. The binding affinity (normalized) is 0.0343. (3) The peptide sequence is SSSGMDAYY. The MHC is HLA-A26:01 with pseudo-sequence HLA-A26:01. The binding affinity (normalized) is 0.554. (4) The peptide sequence is GIGGFINTK. The MHC is HLA-A68:01 with pseudo-sequence HLA-A68:01. The binding affinity (normalized) is 0.254. (5) The peptide sequence is DIRQDVIAM. The MHC is HLA-A02:01 with pseudo-sequence HLA-A02:01. The binding affinity (normalized) is 0.0847. (6) The peptide sequence is LSIFNPCLI. The MHC is HLA-A02:06 with pseudo-sequence HLA-A02:06. The binding affinity (normalized) is 0.378. (7) The peptide sequence is VMWAGPWSS. The MHC is HLA-B15:17 with pseudo-sequence HLA-B15:17. The binding affinity (normalized) is 0.0847. (8) The peptide sequence is QTYMYTGQY. The MHC is HLA-A29:02 with pseudo-sequence HLA-A29:02. The binding affinity (normalized) is 0.738. (9) The MHC is H-2-Db with pseudo-sequence H-2-Db. The binding affinity (normalized) is 0. The peptide sequence is SRFFHAEL.